This data is from Full USPTO retrosynthesis dataset with 1.9M reactions from patents (1976-2016). The task is: Predict the reactants needed to synthesize the given product. (1) The reactants are: C[O:2][C:3]1[CH:8]=[CH:7][C:6]([N:9]2[CH2:14][CH2:13][N:12]([C:15]3[CH:20]=[CH:19][C:18]([N:21]4[C:25](=[O:26])[N:24]([CH2:27][CH2:28][CH2:29][CH2:30][CH2:31][CH2:32][CH2:33][CH3:34])[N:23]=[CH:22]4)=[CH:17][CH:16]=3)[CH2:11][CH2:10]2)=[CH:5][CH:4]=1. Given the product [OH:2][C:3]1[CH:8]=[CH:7][C:6]([N:9]2[CH2:10][CH2:11][N:12]([C:15]3[CH:16]=[CH:17][C:18]([N:21]4[C:25](=[O:26])[N:24]([CH2:27][CH2:28][CH2:29][CH2:30][CH2:31][CH2:32][CH2:33][CH3:34])[N:23]=[CH:22]4)=[CH:19][CH:20]=3)[CH2:13][CH2:14]2)=[CH:5][CH:4]=1, predict the reactants needed to synthesize it. (2) Given the product [F:16][C:17]1[CH:18]=[C:19]2[C:23](=[CH:24][CH:25]=1)[NH:22][C:21](=[O:26])[C:20]2=[CH:27][NH:15][C:12]1[CH:11]=[CH:10][C:9]([O:8][CH2:7][CH2:6][N:1]2[CH2:5][CH2:4][CH2:3][CH2:2]2)=[CH:14][CH:13]=1, predict the reactants needed to synthesize it. The reactants are: [N:1]1([CH2:6][CH2:7][O:8][C:9]2[CH:14]=[CH:13][C:12]([NH2:15])=[CH:11][CH:10]=2)[CH2:5][CH2:4][CH2:3][CH2:2]1.[F:16][C:17]1[CH:18]=[C:19]2[C:23](=[CH:24][CH:25]=1)[NH:22][C:21](=[O:26])[C:20]2=[CH:27]O. (3) Given the product [C:4]([O:3][C:1]([N:8]1[C:13](=[O:17])[CH2:12][CH2:11][C@H:10]([C:14]([OH:16])=[O:15])[CH2:9]1)=[O:2])([CH3:7])([CH3:6])[CH3:5], predict the reactants needed to synthesize it. The reactants are: [C:1]([N:8]1[CH2:13][CH2:12][CH2:11][C@@H:10]([C:14]([OH:16])=[O:15])[CH2:9]1)([O:3][C:4]([CH3:7])([CH3:6])[CH3:5])=[O:2].[OH2:17]. (4) Given the product [OH:9][C@@H:8]1[C:10]2([CH2:11][CH2:12][CH2:13][CH2:14][CH2:15]2)[CH2:16][S:17](=[O:25])(=[O:24])[C:18]2[CH:23]=[CH:22][CH:21]=[CH:20][C:19]=2[C@H:7]1[C:1]1[CH:6]=[CH:5][CH:4]=[CH:3][CH:2]=1, predict the reactants needed to synthesize it. The reactants are: [C:1]1([C:7]23[C:19]4[CH:20]=[CH:21][CH:22]=[CH:23][C:18]=4[S:17](=[O:25])(=[O:24])[CH2:16][C:10]4([CH2:15][CH2:14][CH2:13][CH2:12][CH2:11]4)[CH:8]2[O:9]3)[CH:6]=[CH:5][CH:4]=[CH:3][CH:2]=1.C(O)C.[H][H].